This data is from Peptide-MHC class I binding affinity with 185,985 pairs from IEDB/IMGT. The task is: Regression. Given a peptide amino acid sequence and an MHC pseudo amino acid sequence, predict their binding affinity value. This is MHC class I binding data. The peptide sequence is TTYDFLARK. The binding affinity (normalized) is 0.570. The MHC is HLA-A68:01 with pseudo-sequence HLA-A68:01.